Predict which catalyst facilitates the given reaction. From a dataset of Catalyst prediction with 721,799 reactions and 888 catalyst types from USPTO. (1) Reactant: [CH3:1][C:2]1[CH:26]=[CH:25][C:5]([C:6]([NH:8][C:9]2[CH:14]=[C:13]([C:15]([F:18])([F:17])[F:16])[CH:12]=[C:11]([N:19]3[CH:23]=[C:22]([CH3:24])[N:21]=[CH:20]3)[CH:10]=2)=[O:7])=[CH:4][C:3]=1[NH:27][C:28]1[N:33]=[C:32]([C:34]2[CH:35]=[N:36][CH:37]=[CH:38][CH:39]=2)[CH:31]=[CH:30][N:29]=1.[CH3:40][S:41]([OH:44])(=[O:43])=[O:42]. Product: [S:41]([OH:44])(=[O:43])(=[O:42])[CH3:40].[CH3:1][C:2]1[CH:26]=[CH:25][C:5]([C:6]([NH:8][C:9]2[CH:14]=[C:13]([C:15]([F:16])([F:17])[F:18])[CH:12]=[C:11]([N:19]3[CH:23]=[C:22]([CH3:24])[N:21]=[CH:20]3)[CH:10]=2)=[O:7])=[CH:4][C:3]=1[NH:27][C:28]1[N:33]=[C:32]([C:34]2[CH:35]=[N:36][CH:37]=[CH:38][CH:39]=2)[CH:31]=[CH:30][N:29]=1. The catalyst class is: 13. (2) Reactant: [C:1](/[CH:3]=[CH:4]/[S:5]([C:8]1[CH:13]=[CH:12][C:11]([C:14]([CH3:19])([CH3:18])[C:15]([OH:17])=O)=[CH:10][CH:9]=1)(=[O:7])=[O:6])#[N:2].[CH3:20][NH:21][CH2:22][C:23]1[CH:28]=[CH:27][CH:26]=[CH:25][CH:24]=1.Cl.CN(C)CCCN=C=NCC.ON1C2C=CC=CC=2N=N1. Product: [CH2:22]([N:21]([CH3:20])[C:15](=[O:17])[C:14]([C:11]1[CH:10]=[CH:9][C:8]([S:5](/[CH:4]=[CH:3]/[C:1]#[N:2])(=[O:6])=[O:7])=[CH:13][CH:12]=1)([CH3:19])[CH3:18])[C:23]1[CH:28]=[CH:27][CH:26]=[CH:25][CH:24]=1. The catalyst class is: 2. (3) Reactant: C[O:2][C:3]1[CH:8]=[CH:7][C:6]([CH2:9][CH2:10][NH2:11])=[CH:5][CH:4]=1.S(Cl)([Cl:15])(=O)=O.CCOCC. Product: [NH2:11][CH2:10][CH2:9][C:6]1[CH:7]=[CH:8][C:3]([OH:2])=[C:4]([Cl:15])[CH:5]=1. The catalyst class is: 15. (4) Reactant: C([O:4][CH2:5][CH2:6][CH2:7][CH2:8][CH2:9][C:10]([CH:12]1[CH2:21][C:20]2[C:15]3=[C:16]([CH2:22][C:23](=[O:24])[N:14]3[CH2:13]1)[CH:17]=[CH:18][CH:19]=2)=[O:11])(=O)C.O.CC1C=CC(S(O)(=O)=O)=CC=1. Product: [OH:4][CH2:5][CH2:6][CH2:7][CH2:8][CH2:9][C:10]([CH:12]1[CH2:21][C:20]2[C:15]3=[C:16]([CH2:22][C:23](=[O:24])[N:14]3[CH2:13]1)[CH:17]=[CH:18][CH:19]=2)=[O:11]. The catalyst class is: 8.